This data is from Reaction yield outcomes from USPTO patents with 853,638 reactions. The task is: Predict the reaction yield, written as a fraction of the theoretical maximum amount of product (1.0 means a 100% yield; for example, 0.34 means a 34% yield). (1) The reactants are Cl[C:2]1[N:7]=[C:6]([C:8]2[CH:9]=[N:10][N:11]([CH2:13][O:14][CH2:15][CH2:16][Si:17]([CH3:20])([CH3:19])[CH3:18])[CH:12]=2)[N:5]2[CH:21]=[CH:22][N:23]=[C:4]2[CH:3]=1.[CH:24]([N:27]1[CH:31]=[C:30](B2OC(C)(C)C(C)(C)O2)[CH:29]=[N:28]1)([CH3:26])[CH3:25].P([O-])([O-])([O-])=O.[K+].[K+].[K+].C1(P(C2CCCCC2)C2C=CC=CC=2C2C(C(C)C)=CC(C(C)C)=CC=2C(C)C)CCCCC1. The catalyst is C1C=CC(/C=C/C(/C=C/C2C=CC=CC=2)=O)=CC=1.C1C=CC(/C=C/C(/C=C/C2C=CC=CC=2)=O)=CC=1.C1C=CC(/C=C/C(/C=C/C2C=CC=CC=2)=O)=CC=1.[Pd].[Pd].O1CCOCC1. The product is [CH:24]([N:27]1[CH:31]=[C:30]([C:2]2[N:7]=[C:6]([C:8]3[CH:9]=[N:10][N:11]([CH2:13][O:14][CH2:15][CH2:16][Si:17]([CH3:20])([CH3:19])[CH3:18])[CH:12]=3)[N:5]3[CH:21]=[CH:22][N:23]=[C:4]3[CH:3]=2)[CH:29]=[N:28]1)([CH3:26])[CH3:25]. The yield is 0.781. (2) The reactants are [Cl:1][C:2]1[CH:7]=[CH:6][C:5]([S:8]([N:11]([CH2:24][C:25]2[CH:30]=[CH:29][C:28]([C:31](O)=[O:32])=[CH:27][CH:26]=2)[CH:12]([C:16]2[CH:21]=[C:20]([F:22])[CH:19]=[C:18]([F:23])[CH:17]=2)[C:13]([NH2:15])=[O:14])(=[O:10])=[O:9])=[CH:4][CH:3]=1.[CH3:34][C:35]#[N:36].F[P-](F)(F)(F)(F)F.C(N)C. The catalyst is CN(C=O)C.CCOC(C)=O.CCCCCC. The product is [Cl:1][C:2]1[CH:7]=[CH:6][C:5]([S:8]([N:11]([CH2:24][C:25]2[CH:30]=[CH:29][C:28]([C:31]([NH:36][CH2:35][CH3:34])=[O:32])=[CH:27][CH:26]=2)[CH:12]([C:16]2[CH:17]=[C:18]([F:23])[CH:19]=[C:20]([F:22])[CH:21]=2)[C:13]([NH2:15])=[O:14])(=[O:9])=[O:10])=[CH:4][CH:3]=1. The yield is 0.830.